From a dataset of Full USPTO retrosynthesis dataset with 1.9M reactions from patents (1976-2016). Predict the reactants needed to synthesize the given product. (1) The reactants are: [C:1]([CH:4]([C:11]1[N:19]2[C:14]([C:15](=[O:29])[NH:16][C:17]([CH2:20][C:21]3[CH:26]=[CH:25][C:24]([O:27][CH3:28])=[CH:23][CH:22]=3)=[N:18]2)=[C:13]([CH3:30])[N:12]=1)[CH2:5][CH2:6][CH2:7][CH2:8][CH2:9][CH3:10])(=[O:3])[CH3:2].[BH4-].[Na+]. Given the product [OH:3][CH:1]([CH:4]([C:11]1[N:19]2[C:14]([C:15](=[O:29])[NH:16][C:17]([CH2:20][C:21]3[CH:26]=[CH:25][C:24]([O:27][CH3:28])=[CH:23][CH:22]=3)=[N:18]2)=[C:13]([CH3:30])[N:12]=1)[CH2:5][CH2:6][CH2:7][CH2:8][CH2:9][CH3:10])[CH3:2], predict the reactants needed to synthesize it. (2) Given the product [Cl:22][C:23]1[CH:24]=[C:25]([CH:27]=[CH:28][CH:29]=1)[NH:26][C:2]1[C:11]2[C:6](=[CH:7][C:8]([O:20][CH3:21])=[CH:9][C:10]=2[O:12][CH:13]2[CH2:18][CH2:17][N:16]([CH3:19])[CH2:15][CH2:14]2)[N:5]=[CH:4][N:3]=1, predict the reactants needed to synthesize it. The reactants are: Cl[C:2]1[C:11]2[C:6](=[CH:7][C:8]([O:20][CH3:21])=[CH:9][C:10]=2[O:12][CH:13]2[CH2:18][CH2:17][N:16]([CH3:19])[CH2:15][CH2:14]2)[N:5]=[CH:4][N:3]=1.[Cl:22][C:23]1[CH:24]=[C:25]([CH:27]=[CH:28][CH:29]=1)[NH2:26]. (3) Given the product [ClH:32].[CH2:1]([C:3]1[N:8]=[C:7]([C:9]([N:11]2[CH2:16][CH2:15][CH2:14][CH2:13][C@H:12]2[CH2:17][C:18]2[N:19]=[C:20]3[C:25]([CH3:26])=[C:24]([CH3:27])[CH:23]=[CH:22][N:21]3[CH:28]=2)=[O:10])[C:6]([O:29][CH2:30][CH3:31])=[CH:5][CH:4]=1)[CH3:2], predict the reactants needed to synthesize it. The reactants are: [CH2:1]([C:3]1[N:8]=[C:7]([C:9]([N:11]2[CH2:16][CH2:15][CH2:14][CH2:13][C@H:12]2[CH2:17][C:18]2[N:19]=[C:20]3[C:25]([CH3:26])=[C:24]([CH3:27])[CH:23]=[CH:22][N:21]3[CH:28]=2)=[O:10])[C:6]([O:29][CH2:30][CH3:31])=[CH:5][CH:4]=1)[CH3:2].[ClH:32]. (4) Given the product [Cl:1][C:2]1[N:7]=[C:6]([NH:8][NH:9][C:10](=[O:30])[C@H:11]([CH2:24][CH:25]2[CH2:26][CH2:27][CH2:28][CH2:29]2)[CH2:12][N:13]([OH:16])[CH:14]=[O:15])[C:5]([F:31])=[C:4]([N:32]2[CH2:36][CH:35]([N:37]([CH3:39])[CH3:38])[CH2:34][C:33]2([CH3:41])[CH3:40])[N:3]=1, predict the reactants needed to synthesize it. The reactants are: [Cl:1][C:2]1[N:7]=[C:6]([NH:8][NH:9][C:10](=[O:30])[C@H:11]([CH2:24][CH:25]2[CH2:29][CH2:28][CH2:27][CH2:26]2)[CH2:12][N:13]([O:16]CC2C=CC=CC=2)[CH:14]=[O:15])[C:5]([F:31])=[C:4]([N:32]2[CH2:36][CH:35]([N:37]([CH3:39])[CH3:38])[CH2:34][C:33]2([CH3:41])[CH3:40])[N:3]=1. (5) Given the product [ClH:86].[ClH:86].[CH2:1]([N:5]1[CH2:14][CH2:13][C:12]2[C:7](=[CH:8][C:9]([C:15]([NH:61][C@@H:62]([CH2:76][C:77]3[CH:78]=[C:79]([F:84])[CH:80]=[C:81]([F:83])[CH:82]=3)[C@H:63]([OH:75])[CH2:64][NH:65][CH2:66][C:67]3[CH:72]=[CH:71][CH:70]=[C:69]([CH2:73][CH3:74])[CH:68]=3)=[O:17])=[CH:10][CH:11]=2)[CH2:6]1)[CH2:2][CH2:3][CH3:4], predict the reactants needed to synthesize it. The reactants are: [CH2:1]([N:5]1[CH2:14][CH2:13][C:12]2[C:7](=[CH:8][C:9]([C:15]([OH:17])=O)=[CH:10][CH:11]=2)[CH2:6]1)[CH2:2][CH2:3][CH3:4].CN(C(ON1N=NC2C=CC=NC1=2)=[N+](C)C)C.F[P-](F)(F)(F)(F)F.C1C=CC2N(O)N=NC=2C=1.C(N(C(C)C)CC)(C)C.[NH2:61][C@@H:62]([CH2:76][C:77]1[CH:82]=[C:81]([F:83])[CH:80]=[C:79]([F:84])[CH:78]=1)[C@H:63]([OH:75])[CH2:64][NH:65][CH2:66][C:67]1[CH:72]=[CH:71][CH:70]=[C:69]([CH2:73][CH3:74])[CH:68]=1.C(Cl)[Cl:86]. (6) Given the product [C:1]([O:5][C:6](=[O:20])[NH:7][C@H:8]([C:11]1[CH:16]=[CH:15][C:14]([O:17][CH2:24][CH:23]([CH2:26][CH3:27])[CH2:21][CH3:22])=[CH:13][C:12]=1[O:18][CH3:19])[CH2:9][OH:10])([CH3:4])([CH3:3])[CH3:2], predict the reactants needed to synthesize it. The reactants are: [C:1]([O:5][C:6](=[O:20])[NH:7][C@H:8]([C:11]1[CH:16]=[CH:15][C:14]([OH:17])=[CH:13][C:12]=1[O:18][CH3:19])[CH2:9][OH:10])([CH3:4])([CH3:3])[CH3:2].[CH2:21]([CH:23]([CH2:26][CH3:27])[CH2:24]Br)[CH3:22].C([O-])([O-])=O.[K+].[K+]. (7) Given the product [N:1]1([C:7]2[CH:12]=[CH:11][C:10]([N:23]3[C:27]4=[N:28][CH:29]=[CH:30][CH:31]=[C:26]4[C:25]([S:32]([N:35]4[C:39]5=[N:40][CH:41]=[CH:42][CH:43]=[C:38]5[CH:37]=[N:36]4)(=[O:33])=[O:34])=[CH:24]3)=[CH:9][CH:8]=2)[CH2:6][CH2:5][O:4][CH2:3][CH2:2]1, predict the reactants needed to synthesize it. The reactants are: [N:1]1([C:7]2[CH:12]=[CH:11][C:10](B(O)O)=[CH:9][CH:8]=2)[CH2:6][CH2:5][O:4][CH2:3][CH2:2]1.ClC1C=C([N:23]2[C:27]3=[N:28][CH:29]=[CH:30][CH:31]=[C:26]3[C:25]([S:32]([N:35]3[C:39]4=[N:40][CH:41]=[CH:42][CH:43]=[C:38]4[CH:37]=[N:36]3)(=[O:34])=[O:33])=[CH:24]2)C=CC=1. (8) Given the product [Br:1][C:2]1[CH:7]=[CH:6][CH:5]=[CH:4][C:3]=1/[CH:8]=[CH:9]/[C:10]([O:12][CH2:13][CH3:15])=[O:11], predict the reactants needed to synthesize it. The reactants are: [Br:1][C:2]1[CH:7]=[CH:6][CH:5]=[CH:4][C:3]=1/[CH:8]=[CH:9]/[C:10]([O:12][CH3:13])=[O:11].N[C:15]1C2C(=CC=CC=2)C=CC=1.C1(P(C2CCCCC2)C2C=CC=CC=2C2C=CC=CC=2N(C)C)CCCCC1.[H-].[Na+].